This data is from Full USPTO retrosynthesis dataset with 1.9M reactions from patents (1976-2016). The task is: Predict the reactants needed to synthesize the given product. The reactants are: [C:1]([CH2:9][C:10]([O:12]CC)=O)(=O)[C:2]1[CH:7]=[CH:6][CH:5]=[CH:4][CH:3]=1.[CH3:15][NH:16][NH2:17]. Given the product [CH3:15][N:16]1[C:10](=[O:12])[CH2:9][C:1]([C:2]2[CH:7]=[CH:6][CH:5]=[CH:4][CH:3]=2)=[N:17]1, predict the reactants needed to synthesize it.